Regression. Given two drug SMILES strings and cell line genomic features, predict the synergy score measuring deviation from expected non-interaction effect. From a dataset of NCI-60 drug combinations with 297,098 pairs across 59 cell lines. (1) Drug 1: CC1=C(C=C(C=C1)NC2=NC=CC(=N2)N(C)C3=CC4=NN(C(=C4C=C3)C)C)S(=O)(=O)N.Cl. Drug 2: CC12CCC(CC1=CCC3C2CCC4(C3CC=C4C5=CN=CC=C5)C)O. Cell line: SR. Synergy scores: CSS=33.7, Synergy_ZIP=-6.98, Synergy_Bliss=-0.432, Synergy_Loewe=0.930, Synergy_HSA=0.538. (2) Drug 2: CN(CCCl)CCCl.Cl. Drug 1: CN1C(=O)N2C=NC(=C2N=N1)C(=O)N. Synergy scores: CSS=23.3, Synergy_ZIP=-4.17, Synergy_Bliss=-1.67, Synergy_Loewe=-10.1, Synergy_HSA=-2.67. Cell line: SNB-19. (3) Synergy scores: CSS=59.1, Synergy_ZIP=7.02, Synergy_Bliss=7.53, Synergy_Loewe=-5.34, Synergy_HSA=5.27. Cell line: COLO 205. Drug 2: CC1C(C(CC(O1)OC2CC(CC3=C2C(=C4C(=C3O)C(=O)C5=CC=CC=C5C4=O)O)(C(=O)C)O)N)O. Drug 1: CC12CCC3C(C1CCC2O)C(CC4=C3C=CC(=C4)O)CCCCCCCCCS(=O)CCCC(C(F)(F)F)(F)F. (4) Drug 1: C1=NC2=C(N1)C(=S)N=C(N2)N. Drug 2: CC1=C2C(C(=O)C3(C(CC4C(C3C(C(C2(C)C)(CC1OC(=O)C(C(C5=CC=CC=C5)NC(=O)C6=CC=CC=C6)O)O)OC(=O)C7=CC=CC=C7)(CO4)OC(=O)C)O)C)OC(=O)C. Cell line: SN12C. Synergy scores: CSS=51.4, Synergy_ZIP=-7.71, Synergy_Bliss=-7.12, Synergy_Loewe=-5.81, Synergy_HSA=-3.40. (5) Drug 1: CC1=C(C(=CC=C1)Cl)NC(=O)C2=CN=C(S2)NC3=CC(=NC(=N3)C)N4CCN(CC4)CCO. Drug 2: N.N.Cl[Pt+2]Cl. Cell line: OVCAR3. Synergy scores: CSS=28.9, Synergy_ZIP=-6.96, Synergy_Bliss=-5.00, Synergy_Loewe=-5.86, Synergy_HSA=-2.44. (6) Drug 1: CC1CCC2CC(C(=CC=CC=CC(CC(C(=O)C(C(C(=CC(C(=O)CC(OC(=O)C3CCCCN3C(=O)C(=O)C1(O2)O)C(C)CC4CCC(C(C4)OC)OCCO)C)C)O)OC)C)C)C)OC. Drug 2: C#CCC(CC1=CN=C2C(=N1)C(=NC(=N2)N)N)C3=CC=C(C=C3)C(=O)NC(CCC(=O)O)C(=O)O. Cell line: MCF7. Synergy scores: CSS=46.7, Synergy_ZIP=2.50, Synergy_Bliss=2.47, Synergy_Loewe=-4.03, Synergy_HSA=1.48. (7) Drug 1: CCC1(CC2CC(C3=C(CCN(C2)C1)C4=CC=CC=C4N3)(C5=C(C=C6C(=C5)C78CCN9C7C(C=CC9)(C(C(C8N6C=O)(C(=O)OC)O)OC(=O)C)CC)OC)C(=O)OC)O.OS(=O)(=O)O. Drug 2: CC1CCC2CC(C(=CC=CC=CC(CC(C(=O)C(C(C(=CC(C(=O)CC(OC(=O)C3CCCCN3C(=O)C(=O)C1(O2)O)C(C)CC4CCC(C(C4)OC)OCCO)C)C)O)OC)C)C)C)OC. Cell line: BT-549. Synergy scores: CSS=13.8, Synergy_ZIP=3.04, Synergy_Bliss=8.64, Synergy_Loewe=4.50, Synergy_HSA=6.89. (8) Drug 1: CCC1(CC2CC(C3=C(CCN(C2)C1)C4=CC=CC=C4N3)(C5=C(C=C6C(=C5)C78CCN9C7C(C=CC9)(C(C(C8N6C=O)(C(=O)OC)O)OC(=O)C)CC)OC)C(=O)OC)O.OS(=O)(=O)O. Drug 2: B(C(CC(C)C)NC(=O)C(CC1=CC=CC=C1)NC(=O)C2=NC=CN=C2)(O)O. Cell line: UACC-257. Synergy scores: CSS=14.6, Synergy_ZIP=-3.67, Synergy_Bliss=-5.60, Synergy_Loewe=-12.2, Synergy_HSA=-4.68. (9) Drug 1: CS(=O)(=O)C1=CC(=C(C=C1)C(=O)NC2=CC(=C(C=C2)Cl)C3=CC=CC=N3)Cl. Drug 2: C1C(C(OC1N2C=NC(=NC2=O)N)CO)O. Cell line: RPMI-8226. Synergy scores: CSS=36.3, Synergy_ZIP=2.43, Synergy_Bliss=2.47, Synergy_Loewe=-40.4, Synergy_HSA=-1.93.